Dataset: Forward reaction prediction with 1.9M reactions from USPTO patents (1976-2016). Task: Predict the product of the given reaction. Given the reactants [N:1]1[N:2]([C:10]2[CH:15]=[C:14]([C:16]([CH3:19])([CH3:18])[CH3:17])[CH:13]=[C:12]([C:20]([CH3:23])([CH3:22])[CH3:21])[C:11]=2[OH:24])[N:3]=[C:4]2[CH:9]=[CH:8][CH:7]=[CH:6][C:5]=12.[OH-].[Na+].[BrH:27].[Br:28]Br, predict the reaction product. The product is: [C:20]([C:12]1[CH:13]=[C:14]([C:16]([CH3:17])([CH3:18])[CH3:19])[CH:15]=[C:10]([N:2]2[N:3]=[C:4]3[C:9]([Br:28])=[CH:8][CH:7]=[C:6]([Br:27])[C:5]3=[N:1]2)[C:11]=1[OH:24])([CH3:23])([CH3:22])[CH3:21].